This data is from Catalyst prediction with 721,799 reactions and 888 catalyst types from USPTO. The task is: Predict which catalyst facilitates the given reaction. (1) Reactant: [CH3:1][CH:2]([CH3:25])[CH2:3][CH2:4][NH:5][CH2:6][C:7]1[CH:8]=[CH:9][C:10]2[O:16][C:15]3[CH:17]=[CH:18][C:19]([C:21]([NH2:23])=[O:22])=[CH:20][C:14]=3[CH2:13][CH2:12][C:11]=2[CH:24]=1.[CH3:26][S:27]([OH:30])(=[O:29])=[O:28]. Product: [CH3:26][S:27]([OH:30])(=[O:29])=[O:28].[CH3:1][CH:2]([CH3:25])[CH2:3][CH2:4][NH:5][CH2:6][C:7]1[CH:8]=[CH:9][C:10]2[O:16][C:15]3[CH:17]=[CH:18][C:19]([C:21]([NH2:23])=[O:22])=[CH:20][C:14]=3[CH2:13][CH2:12][C:11]=2[CH:24]=1. The catalyst class is: 1. (2) Reactant: [CH2:1]([O:3][C:4]([C:6]1[O:10][N:9]=[C:8]([CH2:11][CH2:12][O:13][Si](C(C)(C)C)(C)C)[CH:7]=1)=[O:5])[CH3:2].CCCC[N+](CCCC)(CCCC)CCCC.[F-]. Product: [CH2:1]([O:3][C:4]([C:6]1[O:10][N:9]=[C:8]([CH2:11][CH2:12][OH:13])[CH:7]=1)=[O:5])[CH3:2]. The catalyst class is: 1. (3) Reactant: [CH:1]1[C:13]2[CH2:12][C:11]3[C:6](=[CH:7][CH:8]=[CH:9][CH:10]=3)[C:5]=2[CH:4]=[CH:3][CH:2]=1.C([Li])CCC.CCCCCC.[C:25]([C:29]1[CH:33]=[CH:32][C:31](=[C:34]([C:41]2[CH:46]=[CH:45][CH:44]=[CH:43][CH:42]=2)[C:35]2[CH:40]=[CH:39][CH:38]=[CH:37][CH:36]=2)[CH:30]=1)([CH3:28])([CH3:27])[CH3:26].Cl. Product: [C:25]([C:29]1[CH:33]=[CH:32][CH:31]([C:34]([C:1]2[C:13]3[CH2:12][C:11]4[C:6](=[CH:7][CH:8]=[CH:9][CH:10]=4)[C:5]=3[CH:4]=[CH:3][CH:2]=2)([C:35]2[CH:40]=[CH:39][CH:38]=[CH:37][CH:36]=2)[C:41]2[CH:42]=[CH:43][CH:44]=[CH:45][CH:46]=2)[CH:30]=1)([CH3:28])([CH3:26])[CH3:27]. The catalyst class is: 27. (4) Reactant: FC(F)(F)C(O)=O.[NH2:8][CH2:9][C:10]([NH:12][C:13]1[CH:18]=[CH:17][C:16]([C:19]#[N:20])=[CH:15][C:14]=1[O:21][CH3:22])=[O:11].C(N(CC)CC)C.[CH3:30][C:31]([CH3:36])([CH3:35])[CH2:32][CH:33]=O. Product: [C:19]([C:16]1[CH:17]=[CH:18][C:13]([NH:12][C:10](=[O:11])[CH2:9]/[N:8]=[CH:33]/[CH2:32][C:31]([CH3:36])([CH3:35])[CH3:30])=[C:14]([O:21][CH3:22])[CH:15]=1)#[N:20]. The catalyst class is: 282. (5) Reactant: [NH2:1][C:2]1[N:7]=[C:6](OS(C(F)(F)F)(=O)=O)[C:5]([N+:16]([O-:18])=[O:17])=[C:4]([C:19]2[O:20][CH:21]=[CH:22][CH:23]=2)[N:3]=1.[CH3:24][O:25][C:26]1[CH:31]=[CH:30][C:29]([CH2:32][CH2:33][NH2:34])=[CH:28][CH:27]=1. Product: [O:20]1[CH:21]=[CH:22][CH:23]=[C:19]1[C:4]1[N:3]=[C:2]([NH2:1])[N:7]=[C:6]([NH:34][CH2:33][CH2:32][C:29]2[CH:30]=[CH:31][C:26]([O:25][CH3:24])=[CH:27][CH:28]=2)[C:5]=1[N+:16]([O-:18])=[O:17]. The catalyst class is: 57. (6) Product: [Cl:19][C:17]1[N:16]=[CH:15][N:14]([C:6]2[CH:7]=[CH:8][C:9]([NH2:11])=[CH:10][C:5]=2[O:4][CH2:1][CH:2]=[CH2:3])[CH:18]=1. The catalyst class is: 150. Reactant: [CH2:1]([O:4][C:5]1[CH:10]=[C:9]([N+:11]([O-])=O)[CH:8]=[CH:7][C:6]=1[N:14]1[CH:18]=[C:17]([Cl:19])[N:16]=[CH:15]1)[CH:2]=[CH2:3].CO.[Cl-].[NH4+]. (7) Reactant: Cl.[F:2][C:3]1[CH:11]=[C:10]2[C:6]([C:7]([C:21]3[CH:22]=[N:23][N:24]([CH:26]4[CH2:31][CH2:30][NH:29][CH2:28][CH2:27]4)[CH:25]=3)=[CH:8][N:9]2[S:12]([C:15]2[CH:20]=[CH:19][CH:18]=[CH:17][CH:16]=2)(=[O:14])=[O:13])=[CH:5][CH:4]=1.CCN(CC)CC.[CH:39]1([S:42](Cl)(=[O:44])=[O:43])[CH2:41][CH2:40]1. Product: [CH:39]1([S:42]([N:29]2[CH2:30][CH2:31][CH:26]([N:24]3[CH:25]=[C:21]([C:7]4[C:6]5[C:10](=[CH:11][C:3]([F:2])=[CH:4][CH:5]=5)[N:9]([S:12]([C:15]5[CH:16]=[CH:17][CH:18]=[CH:19][CH:20]=5)(=[O:13])=[O:14])[CH:8]=4)[CH:22]=[N:23]3)[CH2:27][CH2:28]2)(=[O:44])=[O:43])[CH2:41][CH2:40]1. The catalyst class is: 2. (8) Reactant: [Br:1][C:2]1[N:6]=[C:5]([O:7][CH2:8][CH3:9])[NH:4][C:3]=1[CH:10]=[O:11].[C:12]([O:16][C:17]([C:19]1[C:20]([C:25]2[CH:30]=[CH:29][C:28]([CH2:31]Br)=[C:27]([F:33])[CH:26]=2)=[CH:21][CH:22]=[CH:23][CH:24]=1)=[O:18])([CH3:15])([CH3:14])[CH3:13].C(=O)([O-])[O-].[K+].[K+]. Product: [C:12]([O:16][C:17]([C:19]1[C:20]([C:25]2[CH:30]=[CH:29][C:28]([CH2:31][N:4]3[C:3]([CH:10]=[O:11])=[C:2]([Br:1])[N:6]=[C:5]3[O:7][CH2:8][CH3:9])=[C:27]([F:33])[CH:26]=2)=[CH:21][CH:22]=[CH:23][CH:24]=1)=[O:18])([CH3:15])([CH3:14])[CH3:13]. The catalyst class is: 3. (9) Reactant: [CH2:1]([C:3]1[CH:4]=[CH:5][C:6](OC)=[C:7]([C:9]([C:12]2[CH:17]=[CH:16][CH:15]=[CH:14][CH:13]=2)(O)[CH3:10])[CH:8]=1)[CH3:2].O.C1(C)C=CC(S(O)(=O)=O)=CC=1. Product: [CH2:1]([C:3]1[CH:4]=[CH:5][CH:6]=[C:7]([C:9]([C:12]2[CH:17]=[CH:16][CH:15]=[CH:14][CH:13]=2)=[CH2:10])[CH:8]=1)[CH3:2]. The catalyst class is: 260. (10) Reactant: [CH2:1]([C@@:4]1([CH3:48])[CH2:9][C@H:8]([C:10]2[CH:15]=[C:14]([F:16])[CH:13]=[C:12]([Cl:17])[CH:11]=2)[C@@H:7]([C:18]2[CH:23]=[CH:22][C:21]([Cl:24])=[CH:20][CH:19]=2)[N:6]([C@@H:25]([CH2:45][CH3:46])[CH2:26][O:27][Si](C(C)(C)C)(C2C=CC=CC=2)C2C=CC=CC=2)[C:5]1=[O:47])[CH:2]=[CH2:3].CCCC[N+](CCCC)(CCCC)CCCC.[F-]. The catalyst class is: 249. Product: [CH2:1]([C@@:4]1([CH3:48])[CH2:9][C@H:8]([C:10]2[CH:15]=[C:14]([F:16])[CH:13]=[C:12]([Cl:17])[CH:11]=2)[C@@H:7]([C:18]2[CH:19]=[CH:20][C:21]([Cl:24])=[CH:22][CH:23]=2)[N:6]([C@@H:25]([CH2:45][CH3:46])[CH2:26][OH:27])[C:5]1=[O:47])[CH:2]=[CH2:3].